Dataset: Catalyst prediction with 721,799 reactions and 888 catalyst types from USPTO. Task: Predict which catalyst facilitates the given reaction. (1) Product: [ClH:34].[ClH:34].[F:28][C:23]1[CH:22]=[C:21]([C:19]2[CH:20]=[C:15]([CH2:14][N:11]3[CH2:10][CH2:9][NH:8][CH2:13][CH2:12]3)[C:16](=[O:33])[N:17]([CH2:29][CH:30]([CH3:31])[CH3:32])[N:18]=2)[CH:26]=[CH:25][C:24]=1[CH3:27]. Reactant: C(OC([N:8]1[CH2:13][CH2:12][N:11]([CH2:14][C:15]2[C:16](=[O:33])[N:17]([CH2:29][CH:30]([CH3:32])[CH3:31])[N:18]=[C:19]([C:21]3[CH:26]=[CH:25][C:24]([CH3:27])=[C:23]([F:28])[CH:22]=3)[CH:20]=2)[CH2:10][CH2:9]1)=O)(C)(C)C.[ClH:34].C(OCC)C. The catalyst class is: 13. (2) Reactant: [CH3:1][O:2][C:3]1[CH:4]=[C:5]2[CH2:14][CH:13]([CH2:15][CH:16]3[CH2:21][CH2:20][N:19]([CH2:22][C:23]4[CH:24]=[CH:25][CH:26]=[CH:27][CH:28]=4)[CH2:18][CH2:17]3)[C:11](=[O:12])[C:6]2=[CH:7][C:8]=1[O:9][CH3:10].[C:29]([OH:36])(=[O:35])/[CH:30]=[CH:31]\[C:32]([OH:34])=[O:33].C. Product: [CH3:1][O:2][C:3]1[CH:4]=[C:5]2[CH2:14][CH:13]([CH2:15][CH:16]3[CH2:17][CH2:18][N:19]([CH2:22][C:23]4[CH:28]=[CH:27][CH:26]=[CH:25][CH:24]=4)[CH2:20][CH2:21]3)[C:11](=[O:12])[C:6]2=[CH:7][C:8]=1[O:9][CH3:10].[C:29]([O-:36])(=[O:35])/[CH:30]=[CH:31]\[C:32]([O-:34])=[O:33]. The catalyst class is: 41. (3) Reactant: [SH:1][C:2]1[S:3][C:4]2[CH:10]=[CH:9][C:8]([CH3:11])=[CH:7][C:5]=2[N:6]=1.Cl[C:13]1[C:18]([Cl:19])=[CH:17][C:16]([N+:20]([O-:22])=[O:21])=[CH:15][C:14]=1[C:23](=[O:25])[CH3:24].[H-].[Na+]. Product: [Cl:19][C:18]1[C:13]([S:1][C:2]2[S:3][C:4]3[CH:10]=[CH:9][C:8]([CH3:11])=[CH:7][C:5]=3[N:6]=2)=[C:14]([C:23](=[O:25])[CH3:24])[CH:15]=[C:16]([N+:20]([O-:22])=[O:21])[CH:17]=1. The catalyst class is: 3.